From a dataset of Full USPTO retrosynthesis dataset with 1.9M reactions from patents (1976-2016). Predict the reactants needed to synthesize the given product. (1) Given the product [CH2:1]([O:3][C:4]([C:6]1[CH:7]=[C:8]([C:12]2[C:13]([C:28]3[CH:29]=[CH:30][CH:31]=[CH:32][C:27]=3[O:26][CH2:19][C:20]3[CH:21]=[CH:22][CH:23]=[CH:24][CH:25]=3)=[CH:14][CH:15]=[CH:16][CH:17]=2)[CH:9]=[CH:10][CH:11]=1)=[O:5])[CH3:2], predict the reactants needed to synthesize it. The reactants are: [CH2:1]([O:3][C:4]([C:6]1[CH:7]=[C:8]([C:12]2[CH:17]=[CH:16][CH:15]=[CH:14][C:13]=2Br)[CH:9]=[CH:10][CH:11]=1)=[O:5])[CH3:2].[CH2:19]([O:26][C:27]1[CH:32]=[CH:31][CH:30]=[CH:29][C:28]=1B(O)O)[C:20]1[CH:25]=[CH:24][CH:23]=[CH:22][CH:21]=1.C(O)C.C(=O)([O-])[O-].[K+].[K+]. (2) Given the product [CH2:1]([O:3][C:4]([C:6]1[O:7][C:8]2[C:13]([C:14](=[O:16])[CH:15]=1)=[CH:12][CH:11]=[C:10]([NH:38][CH2:31][C:32]1[CH:37]=[CH:36][CH:35]=[CH:34][CH:33]=1)[C:9]=2[N+:28]([O-:30])=[O:29])=[O:5])[CH3:2], predict the reactants needed to synthesize it. The reactants are: [CH2:1]([O:3][C:4]([C:6]1[O:7][C:8]2[C:13]([C:14](=[O:16])[CH:15]=1)=[CH:12][CH:11]=[C:10](OS(C1C=CC(C)=CC=1)(=O)=O)[C:9]=2[N+:28]([O-:30])=[O:29])=[O:5])[CH3:2].[CH2:31]([NH2:38])[C:32]1[CH:37]=[CH:36][CH:35]=[CH:34][CH:33]=1. (3) Given the product [Cl:1][C:2]1[CH:7]=[C:6]([CH:5]=[C:4]([Cl:10])[N:3]=1)[C:8]([NH:18][CH:15]1[CH2:17][CH2:16]1)=[NH:9], predict the reactants needed to synthesize it. The reactants are: [Cl:1][C:2]1[CH:7]=[C:6]([C:8]#[N:9])[CH:5]=[C:4]([Cl:10])[N:3]=1.C[O-].[Na+].Cl.[CH:15]1([NH2:18])[CH2:17][CH2:16]1. (4) Given the product [F:5][C:4]([F:7])([F:6])[S:1]([O:8][C:17]1[CH:18]=[C:19]([CH:24]=[CH:25][CH:26]=1)[C:20]([O:22][CH3:23])=[O:21])(=[O:3])=[O:2], predict the reactants needed to synthesize it. The reactants are: [S:1]([O:8]S(C(F)(F)F)(=O)=O)([C:4]([F:7])([F:6])[F:5])(=[O:3])=[O:2].O[C:17]1[CH:18]=[C:19]([CH:24]=[CH:25][CH:26]=1)[C:20]([O:22][CH3:23])=[O:21].C(C1C=C(C)C=C(C(C)(C)C)N=1)(C)(C)C. (5) Given the product [N:24]1[C:25]2[C:26](=[CH:27][C:18]([CH:17]=[N:16][NH:15][C:13](=[O:14])[CH2:12][CH2:11][N:4]3[C:5]4[C:10](=[CH:9][CH:8]=[CH:7][CH:6]=4)[C:2]([CH3:1])=[CH:3]3)=[CH:19][CH:20]=2)[CH:28]=[CH:31][N:32]=1, predict the reactants needed to synthesize it. The reactants are: [CH3:1][C:2]1[C:10]2[C:5](=[CH:6][CH:7]=[CH:8][CH:9]=2)[N:4]([CH2:11][CH2:12][C:13]([NH:15][N:16]=[CH:17][C:18]2[CH:19]=[C:20]3[C:25](=[C:26]([CH3:28])[CH:27]=2)[N:24]=CC=C3)=[O:14])[CH:3]=1.CC1C2C(=CC=CC=2)[N:32](CCC(NN)=O)[CH:31]=1. (6) Given the product [CH2:17]([C:19]1[CH:24]=[C:23]([C:4](=[O:15])[C@@H:5]([NH:7][C:8](=[O:14])[O:9][C:10]([CH3:11])([CH3:12])[CH3:13])[CH3:6])[CH:22]=[CH:21][CH:20]=1)[CH3:18], predict the reactants needed to synthesize it. The reactants are: CON(C)[C:4](=[O:15])[C@@H:5]([NH:7][C:8](=[O:14])[O:9][C:10]([CH3:13])([CH3:12])[CH3:11])[CH3:6].[CH2:17]([C:19]1[CH:20]=[C:21]([Mg]Br)[CH:22]=[CH:23][CH:24]=1)[CH3:18].C1COCC1. (7) Given the product [CH:1]([O:4][C:5]1[C:29]([O:30][CH2:31][CH2:32][CH2:33][O:34][CH3:35])=[CH:28][C:8]([C:9]([N:11]([CH:25]([CH3:27])[CH3:26])[C@@H:12]2[CH2:17][CH2:16][CH2:15][N:14]([C:18]([O:20][C:21]([CH3:22])([CH3:24])[CH3:23])=[O:19])[CH2:13]2)=[O:10])=[C:7]([CH2:36][CH2:37][CH3:38])[CH:6]=1)([CH3:2])[CH3:3], predict the reactants needed to synthesize it. The reactants are: [CH:1]([O:4][C:5]1[C:29]([O:30][CH2:31][CH2:32][CH2:33][O:34][CH3:35])=[CH:28][C:8]([C:9]([N:11]([CH:25]([CH3:27])[CH3:26])[C@@H:12]2[CH2:17][CH2:16][CH2:15][N:14]([C:18]([O:20][C:21]([CH3:24])([CH3:23])[CH3:22])=[O:19])[CH2:13]2)=[O:10])=[C:7](/[CH:36]=[CH:37]/[CH3:38])[CH:6]=1)([CH3:3])[CH3:2]. (8) Given the product [O:4]1[C:12]2[CH:11]=[CH:10][N:9]=[C:8]([N:13]3[CH2:18][CH2:17][N:16]([CH2:19][CH2:20][C@H:21]4[CH2:26][CH2:25][C@H:24]([NH:27][C:31](=[O:32])[CH2:30][C@H:29]([OH:28])[CH2:35][CH3:36])[CH2:23][CH2:22]4)[CH2:15][CH2:14]3)[C:7]=2[CH2:6][CH2:5]1, predict the reactants needed to synthesize it. The reactants are: Cl.Cl.Cl.[O:4]1[C:12]2[CH:11]=[CH:10][N:9]=[C:8]([N:13]3[CH2:18][CH2:17][N:16]([CH2:19][CH2:20][C@H:21]4[CH2:26][CH2:25][C@H:24]([NH2:27])[CH2:23][CH2:22]4)[CH2:15][CH2:14]3)[C:7]=2[CH2:6][CH2:5]1.[OH:28][C@H:29]([CH2:35][CH3:36])[CH2:30][C:31](OC)=[O:32]. (9) The reactants are: [OH:1][C@@H:2]([C@H:4]1[C:10](=[O:11])[N:9]2[C@@H:5]1[CH2:6][C:7]([C:18]1[CH:23]=[CH:22][CH:21]=[C:20]([CH2:24][OH:25])[CH:19]=1)=[C:8]2[C:12]([O:14]CC=C)=[O:13])[CH3:3].C(C(CCCC)C([O-])=O)C.[Na+:36].C1(P(C2C=CC=CC=2)C2C=CC=CC=2)C=CC=CC=1.CCCCCC. Given the product [OH:1][C@@H:2]([C@H:4]1[C:10](=[O:11])[N:9]2[C@@H:5]1[CH2:6][C:7]([C:18]1[CH:23]=[CH:22][CH:21]=[C:20]([CH2:24][OH:25])[CH:19]=1)=[C:8]2[C:12]([O-:14])=[O:13])[CH3:3].[Na+:36], predict the reactants needed to synthesize it.